Task: Predict which catalyst facilitates the given reaction.. Dataset: Catalyst prediction with 721,799 reactions and 888 catalyst types from USPTO (1) Reactant: [OH:1][N:2]([CH3:29])[C:3](=[NH:28])/[C:4](=[N:11]\[O:12][CH2:13][C:14]1[N:19]=[C:18]([NH:20][C:21](=[O:27])[O:22][C:23]([CH3:26])([CH3:25])[CH3:24])[CH:17]=[CH:16][CH:15]=1)/[C:5]1[CH:10]=[CH:9][CH:8]=[CH:7][N:6]=1.[C:30](N1C=CN=C1)(N1C=CN=C1)=[O:31]. Product: [CH3:29][N:2]1[C:3](/[C:4](=[N:11]\[O:12][CH2:13][C:14]2[N:19]=[C:18]([NH:20][C:21](=[O:27])[O:22][C:23]([CH3:25])([CH3:26])[CH3:24])[CH:17]=[CH:16][CH:15]=2)/[C:5]2[CH:10]=[CH:9][CH:8]=[CH:7][N:6]=2)=[N:28][C:30](=[O:31])[O:1]1. The catalyst class is: 10. (2) Reactant: Cl.[NH2:2][O:3][CH2:4][C:5]1[CH:13]=[CH:12][C:8]([C:9]([OH:11])=[O:10])=[CH:7][CH:6]=1.C([O-])([O-])=O.[Na+].[Na+].[C:20](Cl)([O:22][CH2:23][CH:24]1[C:36]2[C:31](=[CH:32][CH:33]=[CH:34][CH:35]=2)[C:30]2[C:25]1=[CH:26][CH:27]=[CH:28][CH:29]=2)=[O:21].C(OCC)(=O)C. Product: [C:20]([NH:2][O:3][CH2:4][C:5]1[CH:13]=[CH:12][C:8]([C:9]([OH:11])=[O:10])=[CH:7][CH:6]=1)([O:22][CH2:23][CH:24]1[C:25]2[C:30](=[CH:29][CH:28]=[CH:27][CH:26]=2)[C:31]2[C:36]1=[CH:35][CH:34]=[CH:33][CH:32]=2)=[O:21]. The catalyst class is: 12. (3) Reactant: [C-:1]#[N:2].[Na+].C([O:6][C:7](=[O:13])[CH2:8][C@H:9]([OH:12])[CH2:10]Cl)C.[C-]#N. Product: [C:1]([CH2:10][C@@H:9]([OH:12])[CH2:8][C:7]([OH:6])=[O:13])#[N:2]. The catalyst class is: 15. (4) Product: [Si:1]([O:8][C@@H:9]1[C@@:28]2([CH3:29])[C:13](=[CH:14][CH:15]=[C:16]3[C@@H:27]2[CH2:26][CH2:25][C@@:24]2([CH3:30])[C@H:17]3[CH2:18][CH:19]=[C:20]2[C@H:21]([O:23][CH2:57]/[CH:58]=[CH:59]/[C:60]([CH3:70])([O:62][Si:63]([CH2:66][CH3:67])([CH2:68][CH3:69])[CH2:64][CH3:65])[CH3:61])[CH3:22])[CH2:12][C@@H:11]([O:31][Si:32]([C:35]([CH3:37])([CH3:36])[CH3:38])([CH3:33])[CH3:34])[CH2:10]1)([C:4]([CH3:7])([CH3:6])[CH3:5])([CH3:3])[CH3:2]. The catalyst class is: 7. Reactant: [Si:1]([O:8][CH:9]1[C@@:28]2([CH3:29])[C:13](=[CH:14][CH:15]=[C:16]3[C@@H:27]2[CH2:26][CH2:25][C@@:24]2([CH3:30])[C@H:17]3[CH2:18][CH:19]=[C:20]2[C@H:21]([OH:23])[CH3:22])[CH2:12][C@@H:11]([O:31][Si:32]([C:35]([CH3:38])([CH3:37])[CH3:36])([CH3:34])[CH3:33])[CH2:10]1)([C:4]([CH3:7])([CH3:6])[CH3:5])([CH3:3])[CH3:2].[H-].[Na+].C1OCCOCCOCCOCCOC1.Br[CH2:57]/[CH:58]=[CH:59]/[C:60]([CH3:70])([O:62][Si:63]([CH2:68][CH3:69])([CH2:66][CH3:67])[CH2:64][CH3:65])[CH3:61]. (5) Reactant: [NH2:1][C:2]1[CH:3]=[C:4]([CH:23]=[CH:24][CH:25]=1)[C:5]([NH:7][CH2:8][C:9]1[CH:10]=[C:11]([NH:15][C:16](=[O:22])[O:17][C:18]([CH3:21])([CH3:20])[CH3:19])[CH:12]=[CH:13][CH:14]=1)=[O:6].[Cl:26][C:27]1[N:32]=[C:31](Cl)[C:30]([Cl:34])=[CH:29][N:28]=1.C(=O)([O-])[O-].[K+].[K+]. Product: [Cl:26][C:27]1[N:32]=[C:31]([NH:1][C:2]2[CH:3]=[C:4]([CH:23]=[CH:24][CH:25]=2)[C:5]([NH:7][CH2:8][C:9]2[CH:10]=[C:11]([NH:15][C:16](=[O:22])[O:17][C:18]([CH3:20])([CH3:21])[CH3:19])[CH:12]=[CH:13][CH:14]=2)=[O:6])[C:30]([Cl:34])=[CH:29][N:28]=1. The catalyst class is: 3. (6) Reactant: [Cl:1][C:2]1([Cl:14])[C:4]([CH3:6])([CH3:5])[CH:3]1[C:7]([O:9]C(C)(C)C)=[O:8].FC(F)(F)C(O)=O.[OH-].[Na+].O. Product: [Cl:1][C:2]1([Cl:14])[C:4]([CH3:6])([CH3:5])[CH:3]1[C:7]([OH:9])=[O:8]. The catalyst class is: 4.